From a dataset of Full USPTO retrosynthesis dataset with 1.9M reactions from patents (1976-2016). Predict the reactants needed to synthesize the given product. Given the product [CH2:1]([O:5][C:6]([C:8]1[N:9]=[C:10]([Br:27])[C:11]2[C:16]([C:17]=1[OH:18])=[CH:15][CH:14]=[C:13]([O:19][CH2:20][CH2:21][CH2:22][CH3:23])[CH:12]=2)=[O:7])[CH2:2][CH2:3][CH3:4], predict the reactants needed to synthesize it. The reactants are: [CH2:1]([O:5][C:6]([C:8]1[NH:9][C:10](=O)[C:11]2[C:16]([C:17]=1[OH:18])=[CH:15][CH:14]=[C:13]([O:19][CH2:20][CH2:21][CH2:22][CH3:23])[CH:12]=2)=[O:7])[CH2:2][CH2:3][CH3:4].P(Br)(Br)([Br:27])=O.